This data is from Reaction yield outcomes from USPTO patents with 853,638 reactions. The task is: Predict the reaction yield, written as a fraction of the theoretical maximum amount of product (1.0 means a 100% yield; for example, 0.34 means a 34% yield). The reactants are Br[C:2]1[C:6]([CH3:8])([CH3:7])[O:5]/[C:4](=[C:9]2/[C:10](=[O:19])[NH:11][C:12]3[C:17]/2=[CH:16][C:15]([F:18])=[CH:14][CH:13]=3)/[CH:3]=1.[F:20][C:21]1[N:26]=[CH:25][C:24](B(O)O)=[CH:23][CH:22]=1.C(=O)([O-])[O-].[K+].[K+]. The catalyst is C1COCC1.O. The product is [F:18][C:15]1[CH:16]=[C:17]2[C:12](=[CH:13][CH:14]=1)[NH:11][C:10](=[O:19])/[C:9]/2=[C:4]1/[O:5][C:6]([CH3:8])([CH3:7])[C:2]([C:24]2[CH:25]=[N:26][C:21]([F:20])=[CH:22][CH:23]=2)=[CH:3]/1. The yield is 0.480.